Dataset: Forward reaction prediction with 1.9M reactions from USPTO patents (1976-2016). Task: Predict the product of the given reaction. (1) Given the reactants [CH3:1][O:2][CH:3]([C:21]1[CH:26]=[CH:25][CH:24]=[CH:23][CH:22]=1)[CH:4]1[CH2:9][CH2:8][N:7]([C:10]2[CH:20]=[CH:19][C:13]([C:14](OCC)=[O:15])=[CH:12][CH:11]=2)[CH2:6][CH2:5]1.O.[NH2:28][NH2:29], predict the reaction product. The product is: [CH3:1][O:2][CH:3]([C:21]1[CH:26]=[CH:25][CH:24]=[CH:23][CH:22]=1)[CH:4]1[CH2:9][CH2:8][N:7]([C:10]2[CH:20]=[CH:19][C:13]([C:14]([NH:28][NH2:29])=[O:15])=[CH:12][CH:11]=2)[CH2:6][CH2:5]1. (2) Given the reactants Cl[C:2]1[N:3]([CH2:18][C:19]2[CH:24]=[CH:23][C:22]([C:25]3[CH:30]=[CH:29][CH:28]=[C:27]([F:31])[N:26]=3)=[CH:21][CH:20]=2)[N:4]=[C:5]2[C:10]=1[C:9](=[O:11])[N:8]([CH3:12])[C:7](=[O:13])[N:6]2[CH2:14][CH:15]([CH3:17])[CH3:16].C(=O)([O-])[O-].[K+].[K+].[C:38]1([OH:44])[CH:43]=[CH:42][CH:41]=[CH:40][CH:39]=1.O1CCOCC1, predict the reaction product. The product is: [F:31][C:27]1[N:26]=[C:25]([C:22]2[CH:23]=[CH:24][C:19]([CH2:18][N:3]3[C:2]([O:44][C:38]4[CH:43]=[CH:42][CH:41]=[CH:40][CH:39]=4)=[C:10]4[C:5]([N:6]([CH2:14][CH:15]([CH3:17])[CH3:16])[C:7](=[O:13])[N:8]([CH3:12])[C:9]4=[O:11])=[N:4]3)=[CH:20][CH:21]=2)[CH:30]=[CH:29][CH:28]=1.